From a dataset of Catalyst prediction with 721,799 reactions and 888 catalyst types from USPTO. Predict which catalyst facilitates the given reaction. (1) Reactant: [H-].[Al+3].[Li+].[H-].[H-].[H-].O1CCCC1.C([O:15][C:16]1[CH:21]=[CH:20][C:19]([C:22]2[C:31]3[C:26](=[CH:27][C:28]([O:32][CH3:33])=[CH:29][CH:30]=3)[O:25][C:24](=O)[C:23]=2[C:35]2[CH:40]=[CH:39][C:38]([F:41])=[CH:37][CH:36]=2)=[CH:18][CH:17]=1)(=O)C.Cl. Product: [F:41][C:38]1[CH:39]=[CH:40][C:35]([C:23]2[CH2:24][O:25][C:26]3[C:31]([C:22]=2[C:19]2[CH:20]=[CH:21][C:16]([OH:15])=[CH:17][CH:18]=2)=[CH:30][CH:29]=[C:28]([O:32][CH3:33])[CH:27]=3)=[CH:36][CH:37]=1. The catalyst class is: 69. (2) Reactant: [C:1]([O:5][C:6]([N:8]1[CH2:14][CH2:13][C:12]2[CH:15]=[C:16]([O:22][CH3:23])[C:17]([N+:19]([O-])=O)=[CH:18][C:11]=2[CH2:10][CH2:9]1)=[O:7])([CH3:4])([CH3:3])[CH3:2]. Product: [C:1]([O:5][C:6]([N:8]1[CH2:14][CH2:13][C:12]2[CH:15]=[C:16]([O:22][CH3:23])[C:17]([NH2:19])=[CH:18][C:11]=2[CH2:10][CH2:9]1)=[O:7])([CH3:4])([CH3:3])[CH3:2]. The catalyst class is: 29. (3) Reactant: C(O[CH:4](OCC)[CH2:5][NH:6][C:7]([NH:9][C:10]1[CH:15]=[CH:14][CH:13]=[CH:12][CH:11]=1)=[NH:8])C.[OH-].[Na+]. Product: [C:10]1([NH:9][C:7]2[NH:8][CH:4]=[CH:5][N:6]=2)[CH:15]=[CH:14][CH:13]=[CH:12][CH:11]=1. The catalyst class is: 33. (4) Reactant: [Cl:1][C:2]1[CH:7]=[C:6](Cl)[C:5]([N+:9]([O-:11])=[O:10])=[CH:4][N:3]=1.C(N(CC)CC)C.[O:19]1[CH2:24][CH2:23][CH2:22][CH2:21][CH:20]1[N:25]1[C:33]2[C:28](=[C:29]([CH2:34][NH2:35])[CH:30]=[CH:31][CH:32]=2)[CH:27]=[N:26]1. Product: [Cl:1][C:2]1[CH:7]=[C:6]([NH:35][CH2:34][C:29]2[CH:30]=[CH:31][CH:32]=[C:33]3[C:28]=2[CH:27]=[N:26][N:25]3[CH:20]2[CH2:21][CH2:22][CH2:23][CH2:24][O:19]2)[C:5]([N+:9]([O-:11])=[O:10])=[CH:4][N:3]=1. The catalyst class is: 7. (5) Reactant: [CH3:1][O:2][C:3]1[CH:9]=[CH:8][C:6]([NH2:7])=[C:5]([C:10]2[S:11][CH:12]=[CH:13][N:14]=2)[CH:4]=1.[CH3:15][C:16]1[O:20][N:19]=[C:18]([NH:21][C:22](=O)[O:23]C2C=CC=CC=2)[CH:17]=1. Product: [CH3:1][O:2][C:3]1[CH:9]=[CH:8][C:6]([NH:7][C:22]([NH:21][C:18]2[CH:17]=[C:16]([CH3:15])[O:20][N:19]=2)=[O:23])=[C:5]([C:10]2[S:11][CH:12]=[CH:13][N:14]=2)[CH:4]=1. The catalyst class is: 1.